Dataset: Full USPTO retrosynthesis dataset with 1.9M reactions from patents (1976-2016). Task: Predict the reactants needed to synthesize the given product. (1) Given the product [NH2:1][C:2]1[N:6]([C:7]2[CH:8]=[CH:9][CH:10]=[CH:11][CH:12]=2)[N:5]=[CH:4][C:3]=1[C:13]([NH:49][CH2:50][C@@:51]([OH:69])([C:52]([F:53])([F:54])[F:55])[CH2:56][C:57]([C:60]1[C:68]2[O:67][CH2:66][CH2:65][C:64]=2[CH:63]=[CH:62][CH:61]=1)([CH3:58])[CH3:59])=[O:15], predict the reactants needed to synthesize it. The reactants are: [NH2:1][C:2]1[N:6]([C:7]2[CH:12]=[CH:11][CH:10]=[CH:9][CH:8]=2)[N:5]=[CH:4][C:3]=1[C:13]([OH:15])=O.CCN(C(C)C)C(C)C.CN(C(ON1N=NC2C=CC=NC1=2)=[N+](C)C)C.F[P-](F)(F)(F)(F)F.[NH2:49][CH2:50][C@:51]([OH:69])([CH2:56][C:57]([C:60]1[C:68]2[O:67][CH2:66][CH2:65][C:64]=2[CH:63]=[CH:62][CH:61]=1)([CH3:59])[CH3:58])[C:52]([F:55])([F:54])[F:53]. (2) Given the product [C:2]([O:6][C:7]([N:9]1[CH2:18][CH2:17][C:16]2[N:15]=[C:14]([C:19]([O:22][CH3:21])=[O:28])[CH:13]=[CH:12][C:11]=2[CH2:10]1)=[O:8])([CH3:5])([CH3:4])[CH3:3], predict the reactants needed to synthesize it. The reactants are: Cl.[C:2]([O:6][C:7]([N:9]1[CH2:18][CH2:17][C:16]2[N:15]=[C:14]([C:19]#N)[CH:13]=[CH:12][C:11]=2[CH2:10]1)=[O:8])([CH3:5])([CH3:4])[CH3:3].[C:21](=O)([O-])[O-:22].[Na+].[Na+].C(OC(OC(C)(C)C)=O)(OC(C)(C)C)=[O:28].